This data is from Forward reaction prediction with 1.9M reactions from USPTO patents (1976-2016). The task is: Predict the product of the given reaction. (1) Given the reactants [CH3:1][C:2]1([CH3:26])[CH2:6][C:5]2[CH:7]=[CH:8][CH:9]=[C:10]([CH2:11][NH:12][C:13]3[CH:18]=[CH:17][CH:16]=[CH:15][C:14]=3[O:19][C:20]3[CH:25]=[CH:24][CH:23]=[CH:22][CH:21]=3)[C:4]=2[O:3]1.[F:27][CH2:28][C:29](Cl)=[O:30], predict the reaction product. The product is: [CH3:1][C:2]1([CH3:26])[CH2:6][C:5]2[CH:7]=[CH:8][CH:9]=[C:10]([CH2:11][N:12]([C:13]3[CH:18]=[CH:17][CH:16]=[CH:15][C:14]=3[O:19][C:20]3[CH:25]=[CH:24][CH:23]=[CH:22][CH:21]=3)[C:29](=[O:30])[CH2:28][F:27])[C:4]=2[O:3]1. (2) Given the reactants [CH3:1][CH:2]([CH3:20])[C:3]([C:5]1[C:6]([C:14]2[CH:19]=[CH:18][CH:17]=[CH:16][CH:15]=2)=[N:7][N:8]2[CH:13]=[CH:12][CH:11]=[CH:10][C:9]=12)=O.Cl.[NH2:22][OH:23].[OH-].[Na+].Cl, predict the reaction product. The product is: [CH3:1][CH:2]([CH3:20])[C:3]([C:5]1[C:6]([C:14]2[CH:19]=[CH:18][CH:17]=[CH:16][CH:15]=2)=[N:7][N:8]2[CH:13]=[CH:12][CH:11]=[CH:10][C:9]=12)=[N:22][OH:23]. (3) Given the reactants Cl[C:2]1[CH:7]=[C:6]([O:8][CH2:9][C:10]#[CH:11])[N:5]=[CH:4][N:3]=1.C(=O)([O-])[O-].[K+].[K+].[Cl:18][C:19]1[CH:24]=[C:23]([Cl:25])[CH:22]=[CH:21][C:20]=1[OH:26].[Cl-].[NH4+], predict the reaction product. The product is: [Cl:18][C:19]1[CH:24]=[C:23]([Cl:25])[CH:22]=[CH:21][C:20]=1[O:26][C:2]1[CH:7]=[C:6]([O:8][CH2:9][C:10]#[CH:11])[N:5]=[CH:4][N:3]=1. (4) Given the reactants [CH2:1]([C:3]1[C:8](=[O:9])[NH:7][C:6]([CH3:10])=[C:5]([C:11]2[CH:12]=[N:13][CH:14]=[C:15]([C:17]([OH:19])=O)[CH:16]=2)[CH:4]=1)[CH3:2].[O:20]1[CH2:25][CH2:24][CH:23]([CH2:26][CH2:27][NH2:28])[CH2:22][CH2:21]1, predict the reaction product. The product is: [O:20]1[CH2:25][CH2:24][CH:23]([CH2:26][CH2:27][NH:28][C:17]([C:15]2[CH:16]=[C:11]([C:5]3[CH:4]=[C:3]([CH2:1][CH3:2])[C:8](=[O:9])[NH:7][C:6]=3[CH3:10])[CH:12]=[N:13][CH:14]=2)=[O:19])[CH2:22][CH2:21]1. (5) Given the reactants [CH:1]1([N:5]2[CH2:10][CH2:9][CH:8]([O:11][C:12]3[CH:13]=[C:14]4[C:19](=[CH:20][CH:21]=3)[NH:18][C:17](=[O:22])[CH2:16][CH2:15]4)[CH2:7][CH2:6]2)[CH2:4][CH2:3][CH2:2]1.Br[C:24]1[N:25]=[CH:26][C:27]2[C:32]([CH:33]=1)=[CH:31][CH:30]=[CH:29][CH:28]=2.CN[C@@H]1CCCC[C@H]1NC.C(=O)([O-])[O-].[Cs+].[Cs+], predict the reaction product. The product is: [CH:1]1([N:5]2[CH2:6][CH2:7][CH:8]([O:11][C:12]3[CH:13]=[C:14]4[C:19](=[CH:20][CH:21]=3)[N:18]([C:27]3[CH:26]=[N:25][C:24]5[C:29]([CH:28]=3)=[CH:30][CH:31]=[CH:32][CH:33]=5)[C:17](=[O:22])[CH2:16][CH2:15]4)[CH2:9][CH2:10]2)[CH2:4][CH2:3][CH2:2]1. (6) Given the reactants [Br:1][C:2]1[C:3]([OH:20])=[C:4]([C:17]([OH:19])=O)[C:5]2[N:6]=[CH:7][C:8]([C:12]3[S:13][CH:14]=[CH:15][CH:16]=3)=[N:9][C:10]=2[CH:11]=1.Cl.C([NH:24][CH2:25][C:26]([OH:28])=[O:27])C.C(N(CC)CC)C.C1CN([P+](ON2N=NC3C=CC=CC2=3)(N2CCCC2)N2CCCC2)CC1.F[P-](F)(F)(F)(F)F.[OH-].[Na+], predict the reaction product. The product is: [Br:1][C:2]1[CH:11]=[C:10]2[C:5]([N:6]=[CH:7][C:8]([C:12]3[S:13][CH:14]=[CH:15][CH:16]=3)=[N:9]2)=[C:4]([C:17]([NH:24][CH2:25][C:26]([OH:28])=[O:27])=[O:19])[C:3]=1[OH:20]. (7) Given the reactants [NH:1]1[CH2:6][CH2:5][CH2:4][C@H:3]([N:7]2[CH:11]=[C:10]([O:12][C:13]3[N:14]=[C:15]([OH:23])[C:16]4[CH:22]=[CH:21][N:20]=[CH:19][C:17]=4[N:18]=3)[CH:9]=[N:8]2)[CH2:2]1.[C:24](Cl)(=[O:31])[C:25]1[CH:30]=[CH:29][CH:28]=[CH:27][CH:26]=1, predict the reaction product. The product is: [C:24]([N:1]1[CH2:6][CH2:5][CH2:4][C@H:3]([N:7]2[CH:11]=[C:10]([O:12][C:13]3[N:14]=[C:15]([OH:23])[C:16]4[CH:22]=[CH:21][N:20]=[CH:19][C:17]=4[N:18]=3)[CH:9]=[N:8]2)[CH2:2]1)(=[O:31])[C:25]1[CH:30]=[CH:29][CH:28]=[CH:27][CH:26]=1. (8) Given the reactants [CH2:1]([O:3][C:4](=[O:13])[C:5]([CH3:12])([CH3:11])[CH2:6][CH2:7][CH2:8][CH2:9][Br:10])[CH3:2].[C:14]1([P:20]([C:27]2[CH:32]=[CH:31][CH:30]=[CH:29][CH:28]=2)[C:21]2[CH:26]=[CH:25][CH:24]=[CH:23][CH:22]=2)[CH:19]=[CH:18][CH:17]=[CH:16][CH:15]=1, predict the reaction product. The product is: [Br-:10].[CH2:1]([O:3][C:4]([C:5]([CH3:12])([CH3:11])[CH2:6][CH2:7][CH2:8][CH2:9][P+:20]([C:21]1[CH:22]=[CH:23][CH:24]=[CH:25][CH:26]=1)([C:27]1[CH:32]=[CH:31][CH:30]=[CH:29][CH:28]=1)[C:14]1[CH:15]=[CH:16][CH:17]=[CH:18][CH:19]=1)=[O:13])[CH3:2]. (9) Given the reactants [Cl-].[Cl-].[CH3:3][NH+:4]([CH3:31])[CH2:5][C:6]([CH2:21][O:22][CH2:23][CH2:24][CH2:25][CH2:26][CH2:27][CH2:28][CH2:29][CH3:30])([CH2:11][O:12][CH2:13][CH2:14][CH2:15][CH2:16][CH2:17][CH2:18][CH2:19][CH3:20])[CH2:7][NH+:8]([CH3:10])[CH3:9], predict the reaction product. The product is: [CH3:10][N:8]([CH3:9])[CH2:7][C:6]([CH2:11][O:12][CH2:13][CH2:14][CH2:15][CH2:16][CH2:17][CH2:18][CH2:19][CH3:20])([CH2:21][O:22][CH2:23][CH2:24][CH2:25][CH2:26][CH2:27][CH2:28][CH2:29][CH3:30])[CH2:5][N:4]([CH3:3])[CH3:31]. (10) Given the reactants [NH2:1][C@H:2]([C@@H:4]([OH:21])[CH2:5][C@@H:6]([OH:20])[CH2:7][CH2:8][CH2:9][CH2:10][CH2:11][CH2:12][CH2:13][CH2:14][CH2:15][CH2:16][CH2:17][CH2:18][CH3:19])[CH3:3].[C:22](Cl)(=[O:38])[CH2:23][CH2:24][CH2:25][CH2:26][CH2:27][CH2:28][CH2:29][CH2:30][CH2:31][CH2:32][CH2:33][CH2:34][CH2:35][CH2:36][CH3:37].C([O-])(=O)C.[Na+].C(Cl)(Cl)Cl, predict the reaction product. The product is: [OH:21][C@@H:4]([CH2:5][C@@H:6]([OH:20])[CH2:7][CH2:8][CH2:9][CH2:10][CH2:11][CH2:12][CH2:13][CH2:14][CH2:15][CH2:16][CH2:17][CH2:18][CH3:19])[C@@H:2]([NH:1][C:22](=[O:38])[CH2:23][CH2:24][CH2:25][CH2:26][CH2:27][CH2:28][CH2:29][CH2:30][CH2:31][CH2:32][CH2:33][CH2:34][CH2:35][CH2:36][CH3:37])[CH3:3].